This data is from B-cell epitopes from IEDB database with 3,159 antigens for binding position prediction. The task is: Token-level Classification. Given an antigen amino acid sequence, predict which amino acid positions are active epitope sites capable of antibody binding. Output is a list of indices for active positions. (1) Given the antigen sequence: SPTVEACGYSDRIIQITRGDSTITSQDVANAIVAYGVWPHYLSSKDASAIDKPSQPDTSSNRFYTLRSVTWSSSSKGWWWKLPDALKDMGIFGENMFYHYLGRSGYTIHVQCNASKFHQGTLIVALIPEHQIASALHGNVNVGYNYTHPGETGREVKAETRLNPDLQPTEEYWLNFDGTLLGNITIFPHQFINLRSNNSATIIAPYVNAVPMDSMRSHNNWSLVIIPICPLETSSAINTIPITISISPMCAEFSGARAKRQ, which amino acid positions are active epitope sites? The epitope positions are: [152, 153, 154, 155, 156, 157, 158, 159, 160, 161, 162, 163]. The amino acids at these positions are: GREVKAETRLNP. (2) Given the antigen sequence: HMIMDAFKTLLGASVATEYEFDEFDGKNLRKAALEGNLGGGVADAAAVADTGAAAAPAAAAEFEEEDDDDDFGMGALF, which amino acid positions are active epitope sites? The epitope positions are: [65, 66, 67, 68, 69, 70, 71, 72, 73, 74, 75, 76, 77]. The amino acids at these positions are: EDDDDDFGMGALF. (3) The epitope positions are: [63, 64, 65, 66, 67, 68, 69, 70, 71, 72, 73, 74, 75, 76, 77, 78]. The amino acids at these positions are: KLVINGKPITIFQERD. Given the antigen sequence: MVKVGVNGFGRIGRLVTRAAICSGKVEIVAINDPFIDLNYMVYMFQYDSTHGKFNGTVKAENGKLVINGKPITIFQERDPTNIKWGEAGAEYVVESTGVFTTMEKAGAHLKGGAKRVIISAPSADAPMFVMGVDHEKYDNSLKIVSNASCTTNCLAPLAKVIHDNFGIVEGLMTTVHAITATQKTVDGPSGKLWCDGRGAAQNIIPASTGAAKAVGKVIPELNGKLTGMAFRVPTPNVSVVDLTCRLEKPAKYDDIKKVVKQASEGPLKGILGYTEDQVVSCDFNSNSHSSTFDAGAGISLNDNFVKLISWYDNEYGYSNRVVDLMAYMASKE, which amino acid positions are active epitope sites? (4) Given the antigen sequence: MALVLEIFTLLASICWVSANIFEYQVDAQPLRPCELQRETAFLKQADYVPQCAEDGSFQTVQCQNDGRSCWCVGANGSEVLGSRQPGRPVACLSFCQLQKQQILLSGYINSTDTSYLPQCQDSGDYAPVQCDVQQVQCWCVDAEGMEVYGTRQLGRPKRCPRSCEIRNRRLLHGVGDKSPPQCSAEGEFMPVQCKFVNTTDMMIFDLVHSYNRFPDAFVTFSSFQRRFPEVSGYCHCADSQGRELAETGLELLLDEIYDTIFAGLDLPSTFTETTLYRILQRRFLAVQSVISGRFRCPTKCEVERFTATSFGHPYVPSCRRNGDYQAVQCQTEGPCWCVDAQGKEMHGTRQQGEPPSCAEGQSCASERQQALSRLYFGTSGYFSQHDLFSSPEKRWASPRVARFATSCPPTIKELFVDSGLLRPMVEGQSQQFSVSENLLKEAIRAIFPSRGLARLALQFTTNPKRLQQNLFGGKFLVNVGQFNLSGALGTRGTFNFSQF..., which amino acid positions are active epitope sites? The epitope positions are: [2566, 2567, 2568, 2569, 2570, 2571, 2572, 2573, 2574, 2575, 2576, 2577]. The amino acids at these positions are: EHSTDDYASFSR. (5) Given the antigen sequence: MAKVIGIDMGTTNSCVAVMDGKNAKVIENAEGARTTPSIIAFTDGDERLAGQPAKRQAVTNPEGTLFAVKRLIGRRYDDPMVTKDKDLVPYKIVKGDNGDAWVEVHGKKYSPSQISAMILQKMKETAESYLGETVTQAVITVPAYFNDAQRQATKDAGKIAGLEVLRIINEPTAAALAYGLDKSEGKTIAVYDLGGGTFDVSVLEIGDGVFEVKSTNGDTFLGGEDFDIRLVEYLVAEFKKESGIDLKNDKLALQRLKEAAEKAKIELSSSQQTEINLPFITADQTGPKHLAIKLSRAKFESLVDDLVQRTVEPCKAALKDAGLKAGEIDEVVLVGGMTRMPKIQEVVKAFFGKEPHKGVNPDEVVAMGAAIQGGVLQGDVKDVLLLDVTPLSLGIETLGGVFTRLIERNTTIPTKKSQTFSTAEDNQSAVTIRVFQGEREMAADNKLLGQFDLVGIPPAPRGVPQIEVTFDIDANGIVNVSAKDKGTGKEHQIRIQASG..., which amino acid positions are active epitope sites? The epitope positions are: [616, 617, 618, 619, 620, 621, 622, 623, 624, 625, 626, 627, 628, 629, 630, 631, 632, 633, 634, 635... (21 total positions)]. The amino acids at these positions are: SSKDDVVDADYEEIDDNKKSS. (6) Given the antigen sequence: MRHKRSAKRTKRASATQLYKTCKQAGTCPPDIIPKVEGKTIAEQILQYGSMGVFFGGLGIGTGSGTGGRTGYIPLGTRPPTATDTLAPVRPPLTVDPVGPSDPSIVSLVEETSFIDAGAPTSVPSIPPDVSGFSITTSTDTTPAILDINNTVTTVTTHNNPTFTDPSVLQPPTPAETGGHFTLSSSTISTHNYEEIPMDTFIVSTNPNTVTSSTPIPGSRPVARLGLYSRTTQQVKVVDPAFVTTPTKLITYDNPAYEGIDVDNTLYFSSNDNSINIAPDPDFLDIVALHRPALTSRRTGIRYSRIGNKQTLRTRSGKSIGAKVHYYYDLSTIDPAEEIELQTITPSTYTTTSHAASPTSINNGLYDIYADDFITDTSTTPVPSVPSTSLSGYIPANTTIPFGGAYNIPLVSGPDIPINITDQAPSLIPIVPGSPQYTIIADAGDFYLHPSYYMLRKRRKRLPYFFSDVSLAA, which amino acid positions are active epitope sites? The epitope positions are: [1, 2, 3, 4, 5, 6, 7, 8, 9, 10, 11, 12, 13, 14, 15, 16, 17, 18, 19, 20]. The amino acids at these positions are: RHKRSAKRTKRASATQLYKT. (7) Given the antigen sequence: MKVIGLLFSFVFFAIKCKSETIEVYNDLIQKLEKLESLSVDGLELFQKSQVIINATQPTETIDPFTNHNFAQQVQDFVTKFEGLGFTEQTELVNLIKALTPNRYGVKYLIESKEEFNGLMHAINFYYDVLRDKLNDMCANNYCEIPEHLKISEEETEMLKKVILGYRKPIENIQDDIEKLEIYIERNKETVAALNALIAEETKKIQPEGNEDCNDASCDSDKYNKKKPIYQAMYNVIFYKKQLAEIQKVVEVLEKRVSTLKKNDAIKPLWQQIEVLNAAPVVTAETQIVTGGQSSTEPGSGGSSASGTSSSGQASAGTGVEQANTVASVTVTPSVGQNGEASTNPQTAQVQPVPTLTLEEKQKKIAGLYAQIKEIAKTIKFNLEGIFVDPIELEYFKKEKKKESCNLSTSSCKKNKASETIIPLTIRYPNGISYPLPENDVYNKIANNAAETTYGDLTHPDNTPLTGDLATNEQARKDLIKAIKKKIKAEEKKLETLKTN..., which amino acid positions are active epitope sites? The epitope positions are: [1687, 1688, 1689, 1690, 1691, 1692, 1693, 1694, 1695, 1696, 1697, 1698, 1699, 1700, 1701, 1702, 1703, 1704, 1705, 1706]. The amino acids at these positions are: LLGYKKGEGNTCVENNNPTC. (8) Given the antigen sequence: MGKRMSLILGAFLSVFLLVACSSTGTKTAKSDKLKVVATNSIIADMTKAIAGDKIDLHSIVPIGQDPHEYEPLPEDVEKTSNADVIFYNGINLEDGGQAWFTKLVKNAQKTKNKDYFAVSDGIDVIYLEGASEKGKEDPHAWLNLENGIIYSKNIAKQLIAKDPKNKETYEKNLKAYVAKLEKLDKEAKSKFDAIAENKKLIVTSEGCFKYFSKAYGVPSAYIWEINTEEEGTPDQISSLIEKLKVIKPSALFVESSVDRRPMETVSKDSGIPIYSEIFTDSIAKKGKPGDSYYAMMKWNLDKISEGLAK, which amino acid positions are active epitope sites? The epitope positions are: [224, 225, 226, 227, 228, 229, 230, 231, 232, 233, 234, 235, 236, 237, 238, 239, 240, 241, 242]. The amino acids at these positions are: EINTEEEGTPDQISSLIEK. (9) Given the antigen sequence: MDPTDLSFSPDEINKLIETGLNTVEYFTSQQIIGTSSLGKNTIPPGVTGLLTNAAEAKIQESTNHQKGSVGGGAKPKKPRPKIAIVPADDKTVPGKPIPNPLLGLDSTPSTQTVLDLSGKTLPSGSYKGVKLAKFGKENLMTRFIEEPRENPIATGFPIDFKRGAGIPAGSIEESTQSDGWEMRSRSLSGAIHPVLQSPLQQGDLNALVTSVQSLALNVNEILNTVRNLDSRMNQLETKVDRILSSQSLIQTIKNDIVGLKAGMATLEGRITTVKIMDPGVPSNVTVEDVRKTLSNHAVVVPESFNDSFLTQSEDVISLDELARPTATSVKKIVRKVPPQKDLTGLKITLEQLAKDCISKPKMREEYLLKINQASSEAQLIDLKKAIIRSAI, which amino acid positions are active epitope sites? The epitope positions are: [97, 98, 99, 100, 101, 102, 103, 104, 105]. The amino acids at these positions are: IPNPLLGLD. (10) Given the antigen sequence: PRTRLMGSPLSLGCTIKGKSSPNLYWYWQATGGTLQQLFYSITVGQVESVVQLNLSASRPKDDQFILSTEKLLLSHSGFYLCAWSPLGGPAEQFFGPGTRLTVLEDLRNVTPPKVSLFEPSKAEIANKQ, which amino acid positions are active epitope sites? The epitope positions are: [29, 30, 31, 32, 33, 34, 35, 36, 37, 38, 39, 40, 41, 42, 43, 44, 45, 46]. The amino acids at these positions are: ATGGTLQQLFYSITVGQV.